The task is: Predict which catalyst facilitates the given reaction.. This data is from Catalyst prediction with 721,799 reactions and 888 catalyst types from USPTO. (1) Reactant: [CH3:1][C@@H:2]1[C:7](=[CH2:8])[C:6](=[O:9])[CH:5]=[C:4]([C:10]2[CH:15]=[CH:14][N:13]=[CH:12][C:11]=2[N+:16]([O-:18])=[O:17])[CH2:3]1.[BH4-].[Na+]. Product: [CH3:1][C@@H:2]1[C:7](=[CH2:8])[C@H:6]([OH:9])[CH:5]=[C:4]([C:10]2[CH:15]=[CH:14][N:13]=[CH:12][C:11]=2[N+:16]([O-:18])=[O:17])[CH2:3]1. The catalyst class is: 5. (2) Reactant: [CH:1]([C:12]([O:14]CC)=[O:13])([C:7]([O:9]CC)=[O:8])[C:2]([O:4]CC)=[O:3].[OH-].[K+].[N+]([O-])(O)=O.[N+]([O-])([O-])=O.[Ag+:27]. Product: [CH:1]([C:12]([O-:14])=[O:13])([C:7]([O-:9])=[O:8])[C:2]([O-:4])=[O:3].[Ag+3:27]. The catalyst class is: 6. (3) Reactant: [CH2:1]([N:8]([CH2:30][C@H:31]1[CH2:35][O:34]C(C)(C)[O:32]1)[CH2:9][C:10]1[C:14]2[N:15]=[CH:16][N:17]=[C:18]([O:19]C)[C:13]=2[N:12](COCC2C=CC=CC=2)[CH:11]=1)[C:2]1[CH:7]=[CH:6][CH:5]=[CH:4][CH:3]=1.C(Cl)Cl. Product: [CH2:1]([N:8]([CH2:9][C:10]1[C:14]2[N:15]=[CH:16][N:17]=[C:18]([OH:19])[C:13]=2[NH:12][CH:11]=1)[CH2:30][C@H:31]([OH:32])[CH2:35][OH:34])[C:2]1[CH:7]=[CH:6][CH:5]=[CH:4][CH:3]=1. The catalyst class is: 209. (4) Reactant: [F:1][C:2]1([F:27])[CH2:4][CH:3]1[C:5]1[N:10]=[C:9]([C:11]2[CH:12]=[C:13]([O:19][CH:20]([F:22])[F:21])[C:14]([NH2:17]=[O:18])=[N:15][CH:16]=2)[CH:8]=[C:7](S(C)(=O)=O)[N:6]=1.Cl.[C@H:29]12[CH2:35][C@H:32]([NH:33][CH2:34]1)[CH2:31][O:30]2.C(=O)([O-])[O-].[K+].[K+]. Product: [C@H:29]12[CH2:35][C@H:32]([N:33]([C:7]3[N:6]=[C:5]([CH:3]4[CH2:4][C:2]4([F:27])[F:1])[N:10]=[C:9]([C:11]4[CH:12]=[C:13]([O:19][CH:20]([F:22])[F:21])[C:14]([NH2:17]=[O:18])=[N:15][CH:16]=4)[CH:8]=3)[CH2:34]1)[CH2:31][O:30]2. The catalyst class is: 16. (5) Reactant: [C:1]1([C:9]2[CH:14]=[CH:13][CH:12]=[CH:11][CH:10]=2)[CH:6]=[CH:5][C:4]([CH:7]=O)=[CH:3][CH:2]=1.[Br-].[C:16]([CH2:20][P+](C1C=CC=CC=1)(C1C=CC=CC=1)C1C=CC=CC=1)([O:18][CH3:19])=[O:17].[OH-].[Na+]. Product: [C:1]1([C:9]2[CH:14]=[CH:13][CH:12]=[CH:11][CH:10]=2)[CH:6]=[CH:5][C:4](/[CH:7]=[CH:20]/[C:16]([O:18][CH3:19])=[O:17])=[CH:3][CH:2]=1. The catalyst class is: 34. (6) Product: [Cl:44][C:38]1[CH:39]=[CH:40][CH:41]=[C:42]([Cl:43])[C:37]=1[C:36]([NH:35][C@H:34]([C:46]([OH:48])=[O:47])[CH2:33][C:30]1[N:31]=[CH:32][C:27]([C:24]2[CH2:25][CH2:26][N:21]([C:15](=[O:16])[C:14]3[CH:18]=[CH:19][C:11]([F:10])=[C:12]([CH3:20])[CH:13]=3)[CH2:22][CH:23]=2)=[CH:28][CH:29]=1)=[O:45]. The catalyst class is: 3. Reactant: CCN(C(C)C)C(C)C.[F:10][C:11]1[CH:19]=[CH:18][C:14]([C:15](Cl)=[O:16])=[CH:13][C:12]=1[CH3:20].[NH:21]1[CH2:26][CH:25]=[C:24]([C:27]2[CH:28]=[CH:29][C:30]([CH2:33][C@@H:34]([C:46]([O:48]C)=[O:47])[NH:35][C:36](=[O:45])[C:37]3[C:42]([Cl:43])=[CH:41][CH:40]=[CH:39][C:38]=3[Cl:44])=[N:31][CH:32]=2)[CH2:23][CH2:22]1.[Li+].[OH-].